Dataset: Full USPTO retrosynthesis dataset with 1.9M reactions from patents (1976-2016). Task: Predict the reactants needed to synthesize the given product. (1) The reactants are: [NH:1]([C:3]1[CH:12]=[CH:11][CH:10]=[C:9]2[C:4]=1[CH:5]=[CH:6][CH:7]=[N:8]2)[NH2:2].[CH3:13][C:14]1([C:22](O)=[O:23])[CH2:19][CH2:18][CH2:17][C:16]([CH3:21])([CH3:20])[CH2:15]1. Given the product [CH3:13][C:14]1([C:22]([NH:2][NH:1][C:3]2[CH:12]=[CH:11][CH:10]=[C:9]3[C:4]=2[CH:5]=[CH:6][CH:7]=[N:8]3)=[O:23])[CH2:19][CH2:18][CH2:17][C:16]([CH3:20])([CH3:21])[CH2:15]1, predict the reactants needed to synthesize it. (2) The reactants are: [NH2:1][C:2]1[CH:3]=[C:4]([CH2:8][C:9]([OH:11])=[O:10])[CH:5]=[CH:6][CH:7]=1.[CH3:12]O. Given the product [CH3:12][O:10][C:9](=[O:11])[CH2:8][C:4]1[CH:5]=[CH:6][CH:7]=[C:2]([NH2:1])[CH:3]=1, predict the reactants needed to synthesize it. (3) Given the product [Cl:1][C:2]1[CH:3]=[C:4]([CH2:8][CH2:9][NH:10][C:11]([C:13]2[N:14]=[C:15]([CH2:18][NH:19][C:43](=[O:44])[CH2:42][O:41][C:40]3[CH:46]=[CH:47][C:37]([CH:34]([CH3:35])[CH3:36])=[CH:38][CH:39]=3)[S:16][CH:17]=2)=[O:12])[CH:5]=[CH:6][CH:7]=1, predict the reactants needed to synthesize it. The reactants are: [Cl:1][C:2]1[CH:3]=[C:4]([CH2:8][CH2:9][NH:10][C:11]([C:13]2[N:14]=[C:15]([CH2:18][NH2:19])[S:16][CH:17]=2)=[O:12])[CH:5]=[CH:6][CH:7]=1.C(Cl)CCl.C1C=CC2N(O)N=NC=2C=1.[CH:34]([C:37]1[CH:47]=[CH:46][C:40]([O:41][CH2:42][C:43](O)=[O:44])=[CH:39][CH:38]=1)([CH3:36])[CH3:35]. (4) Given the product [CH3:1][O:2][C:3](=[O:16])[C:4]1[CH:9]=[CH:8][C:7]([CH2:10][CH2:11][CH2:12][C:34]([OH:36])=[O:35])=[C:6]([CH3:15])[CH:5]=1, predict the reactants needed to synthesize it. The reactants are: [CH3:1][O:2][C:3](=[O:16])[C:4]1[CH:9]=[CH:8][C:7]([CH2:10][CH2:11][C:12](O)=O)=[C:6]([CH3:15])[CH:5]=1.C(Cl)(=O)C(Cl)=O.C[Si](C=[N+]=[N-])(C)C.C(O)(=O)CC(CC(O)=O)([C:34]([OH:36])=[O:35])O.C(N(CC)CC)C. (5) The reactants are: [CH2:1]([O:5][CH2:6][CH2:7][O:8][C:9]1[CH:14]=[CH:13][C:12]([C:15]2[CH:16]=[CH:17][C:18]3[N:24]([CH2:25][CH:26]([CH3:28])[CH3:27])[CH2:23][CH2:22][C:21]([C:29](O)=[O:30])=[CH:20][C:19]=3[CH:32]=2)=[CH:11][CH:10]=1)[CH2:2][CH2:3][CH3:4].CN(C=O)C.S(Cl)(Cl)=O.[CH2:42]([N:44]1[CH:48]=[CH:47][N:46]=[C:45]1[CH2:49][S:50][C:51]1[CH:57]=[CH:56][C:54]([NH2:55])=[CH:53][CH:52]=1)[CH3:43]. Given the product [CH2:1]([O:5][CH2:6][CH2:7][O:8][C:9]1[CH:10]=[CH:11][C:12]([C:15]2[CH:16]=[CH:17][C:18]3[N:24]([CH2:25][CH:26]([CH3:27])[CH3:28])[CH2:23][CH2:22][C:21]([C:29]([NH:55][C:54]4[CH:53]=[CH:52][C:51]([S:50][CH2:49][C:45]5[N:44]([CH2:42][CH3:43])[CH:48]=[CH:47][N:46]=5)=[CH:57][CH:56]=4)=[O:30])=[CH:20][C:19]=3[CH:32]=2)=[CH:13][CH:14]=1)[CH2:2][CH2:3][CH3:4], predict the reactants needed to synthesize it. (6) Given the product [CH3:22][C:21]1[C:16]([N:13]2[CH2:14][CH2:15][N:10]([C:8]([C:5]3[CH:6]=[CH:7][C:2]([N:33]4[C:32]([CH3:38])([CH3:31])[CH2:36][O:35][C:34]4=[O:37])=[CH:3][C:4]=3[N:24]3[CH2:28][CH2:27][CH2:26][S:25]3(=[O:30])=[O:29])=[O:9])[CH2:11][CH2:12]2)=[N:17][CH:18]=[C:19]([CH3:23])[CH:20]=1, predict the reactants needed to synthesize it. The reactants are: Br[C:2]1[CH:7]=[CH:6][C:5]([C:8]([N:10]2[CH2:15][CH2:14][N:13]([C:16]3[C:21]([CH3:22])=[CH:20][C:19]([CH3:23])=[CH:18][N:17]=3)[CH2:12][CH2:11]2)=[O:9])=[C:4]([N:24]2[CH2:28][CH2:27][CH2:26][S:25]2(=[O:30])=[O:29])[CH:3]=1.[CH3:31][C:32]1([CH3:38])[CH2:36][O:35][C:34](=[O:37])[NH:33]1. (7) Given the product [Cl:19][C:20]1[CH:21]=[C:22]([NH:1][C:2]2[CH:3]=[C:4]([CH:14]=[CH:15][C:16]=2[O:17][CH3:18])[C:5]([NH:7][C:8]2[CH:13]=[CH:12][CH:11]=[CH:10][CH:9]=2)=[O:6])[CH:23]=[C:24]([Cl:26])[CH:25]=1, predict the reactants needed to synthesize it. The reactants are: [NH2:1][C:2]1[CH:3]=[C:4]([CH:14]=[CH:15][C:16]=1[O:17][CH3:18])[C:5]([NH:7][C:8]1[CH:13]=[CH:12][CH:11]=[CH:10][CH:9]=1)=[O:6].[Cl:19][C:20]1[CH:21]=[C:22](I)[CH:23]=[C:24]([Cl:26])[CH:25]=1.C(=O)([O-])[O-].[K+].[K+].